From a dataset of Acute oral toxicity (LD50) regression data from Zhu et al.. Regression/Classification. Given a drug SMILES string, predict its toxicity properties. Task type varies by dataset: regression for continuous values (e.g., LD50, hERG inhibition percentage) or binary classification for toxic/non-toxic outcomes (e.g., AMES mutagenicity, cardiotoxicity, hepatotoxicity). Dataset: ld50_zhu. (1) The molecule is CCN1CC(C)OC1=NP(=O)(OC)SC. The rat oral LD50 is 6.40, given as -log10 of the dose in mol/kg body weight (higher means more acutely toxic). (2) The molecule is CCOP(=S)(CCl)Sc1ccc(C)cc1. The rat oral LD50 is 2.92, given as -log10 of the dose in mol/kg body weight (higher means more acutely toxic). (3) The molecule is CN(C)C(=O)C=Cc1ccc2c(c1)OCO2. The rat oral LD50 is 3.47, given as -log10 of the dose in mol/kg body weight (higher means more acutely toxic). (4) The compound is Clc1cccc(Cl)c1N=C1NCCN1. The rat oral LD50 is 3.17, given as -log10 of the dose in mol/kg body weight (higher means more acutely toxic). (5) The molecule is Ic1nc(I)c(I)[nH]1. The rat oral LD50 is 3.21, given as -log10 of the dose in mol/kg body weight (higher means more acutely toxic). (6) The drug is C#CCOc1cccc(OC(=O)NC)c1. The rat oral LD50 is 3.14, given as -log10 of the dose in mol/kg body weight (higher means more acutely toxic). (7) The compound is O=C1C=CC(=O)N1c1ccccc1Cl. The rat oral LD50 is 2.60, given as -log10 of the dose in mol/kg body weight (higher means more acutely toxic).